Dataset: Reaction yield outcomes from USPTO patents with 853,638 reactions. Task: Predict the reaction yield, written as a fraction of the theoretical maximum amount of product (1.0 means a 100% yield; for example, 0.34 means a 34% yield). (1) The reactants are [CH3:1][O:2][C:3]1[N:4]=[C:5]([CH3:11])[S:6][C:7]=1[C:8]([OH:10])=O.O1CCCC1.C(Cl)(=O)C(Cl)=O.[NH2:23][C:24]1[CH:25]=[C:26]([CH:43]=[CH:44][C:45]=1[F:46])[O:27][C:28]1[CH:29]=[CH:30][C:31]2[N:32]([CH:34]=[C:35]([NH:37][C:38]([CH:40]3[CH2:42][CH2:41]3)=[O:39])[N:36]=2)[N:33]=1. The catalyst is CN(C)C=O.CN(C)C(=O)C. The product is [CH:40]1([C:38]([NH:37][C:35]2[N:36]=[C:31]3[CH:30]=[CH:29][C:28]([O:27][C:26]4[CH:43]=[CH:44][C:45]([F:46])=[C:24]([NH:23][C:8]([C:7]5[S:6][C:5]([CH3:11])=[N:4][C:3]=5[O:2][CH3:1])=[O:10])[CH:25]=4)=[N:33][N:32]3[CH:34]=2)=[O:39])[CH2:41][CH2:42]1. The yield is 0.400. (2) The reactants are Cl[C:2]1[C:7]([C:8]([O:10][CH2:11][CH3:12])=[O:9])=[CH:6][N:5]=[C:4]([S:13][CH3:14])[N:3]=1.Cl.[C:16]12([NH2:21])[CH2:20][CH:18]([CH2:19]1)[CH2:17]2.CCN(C(C)C)C(C)C. The catalyst is C(O)C.O. The product is [C:16]12([NH:21][C:2]3[C:7]([C:8]([O:10][CH2:11][CH3:12])=[O:9])=[CH:6][N:5]=[C:4]([S:13][CH3:14])[N:3]=3)[CH2:20][CH:18]([CH2:19]1)[CH2:17]2. The yield is 0.960. (3) The reactants are Cl.[N:2]1[CH:7]=[CH:6][CH:5]=[CH:4][C:3]=1[CH2:8][CH2:9][C:10]1[CH:15]=[CH:14][C:13]([CH2:16][C:17](Cl)=[N:18][OH:19])=[CH:12][CH:11]=1.CN(C)C=O.[C:26]([C:28]1[C:29]([NH2:35])=[N:30][C:31]([NH2:34])=[CH:32][CH:33]=1)#[CH:27].C(N(CC)CC)C. The catalyst is C(OCC)(=O)C.O. The product is [N:2]1[CH:7]=[CH:6][CH:5]=[CH:4][C:3]=1[CH2:8][CH2:9][C:10]1[CH:15]=[CH:14][C:13]([CH2:16][C:17]2[CH:27]=[C:26]([C:28]3[C:29]([NH2:35])=[N:30][C:31]([NH2:34])=[CH:32][CH:33]=3)[O:19][N:18]=2)=[CH:12][CH:11]=1. The yield is 0.300.